From a dataset of Full USPTO retrosynthesis dataset with 1.9M reactions from patents (1976-2016). Predict the reactants needed to synthesize the given product. (1) Given the product [Cl:1][C:2]1[CH:3]=[CH:4][C:5]([C:28]([F:29])([F:31])[F:30])=[C:6]([CH:27]=1)[CH2:7][N:8]1[CH2:13][CH2:12][NH:11][C:10]2[N:14]=[CH:15][C:16]([C:18]3[CH:19]=[C:20]([C:21]([N:39]4[CH2:40][CH2:41][CH2:42][CH:38]4[C:34]4[CH:33]=[N:32][CH:37]=[CH:36][CH:35]=4)=[O:22])[CH:24]=[CH:25][CH:26]=3)=[CH:17][C:9]1=2, predict the reactants needed to synthesize it. The reactants are: [Cl:1][C:2]1[CH:3]=[CH:4][C:5]([C:28]([F:31])([F:30])[F:29])=[C:6]([CH:27]=1)[CH2:7][N:8]1[CH2:13][CH2:12][NH:11][C:10]2[N:14]=[CH:15][C:16]([C:18]3[CH:19]=[C:20]([CH:24]=[CH:25][CH:26]=3)[C:21](O)=[O:22])=[CH:17][C:9]1=2.[N:32]1[CH:37]=[CH:36][CH:35]=[C:34]([CH:38]2[CH2:42][CH2:41][CH2:40][NH:39]2)[CH:33]=1. (2) Given the product [CH2:21]([C:2]1[CH:3]=[CH:4][C:5]2[O:6][CH2:7][CH2:8][N:9]([C:12]([O:14][C:15]([CH3:18])([CH3:17])[CH3:16])=[O:13])[C:10]=2[N:11]=1)[CH:20]=[CH2:19], predict the reactants needed to synthesize it. The reactants are: Br[C:2]1[CH:3]=[CH:4][C:5]2[O:6][CH2:7][CH2:8][N:9]([C:12]([O:14][C:15]([CH3:18])([CH3:17])[CH3:16])=[O:13])[C:10]=2[N:11]=1.[CH2:19](B1OC(C)(C)C(C)(C)O1)[CH:20]=[CH2:21].[F-].[Cs+]. (3) Given the product [O:23]=[C:13]1[N:12]([CH2:11][CH2:10][CH2:9][N:8]([CH3:1])[C:26](=[O:27])[O:28][CH2:29][C:30]([Cl:33])([Cl:32])[Cl:31])[C:17]2[CH2:18][CH2:19][S:20][CH2:21][C:16]=2[C:15](=[O:22])[NH:14]1, predict the reactants needed to synthesize it. The reactants are: [CH2:1]([N:8](C)[CH2:9][CH2:10][CH2:11][N:12]1[C:17]2[CH2:18][CH2:19][S:20][CH2:21][C:16]=2[C:15](=[O:22])[NH:14][C:13]1=[O:23])C1C=CC=CC=1.Cl[C:26]([O:28][CH2:29][C:30]([Cl:33])([Cl:32])[Cl:31])=[O:27]. (4) Given the product [CH3:25][N:22]1[CH2:21][CH2:20][N:19]([C:16]2[CH:15]=[CH:14][C:13]([NH:12][C:10]3[N:11]=[C:6]([O:5][C:4]4[CH:3]=[C:2]([NH:1][C:38](=[O:37])[CH:39]=[CH2:40])[CH:31]=[CH:30][CH:29]=4)[C:7]4[S:28][CH:27]=[CH:26][C:8]=4[N:9]=3)=[CH:18][CH:17]=2)[CH2:24][CH2:23]1, predict the reactants needed to synthesize it. The reactants are: [NH2:1][C:2]1[CH:3]=[C:4]([CH:29]=[CH:30][CH:31]=1)[O:5][C:6]1[C:7]2[S:28][CH:27]=[CH:26][C:8]=2[N:9]=[C:10]([NH:12][C:13]2[CH:18]=[CH:17][C:16]([N:19]3[CH2:24][CH2:23][N:22]([CH3:25])[CH2:21][CH2:20]3)=[CH:15][CH:14]=2)[N:11]=1.C([O-])(O)=O.[Na+].[O:37]1C[CH2:40][CH2:39][CH2:38]1.C(Cl)(=O)C=C.